This data is from Full USPTO retrosynthesis dataset with 1.9M reactions from patents (1976-2016). The task is: Predict the reactants needed to synthesize the given product. Given the product [NH2:8][C:6]1[CH:5]=[CH:4][C:3]([S:11]([NH:14][C:15]2[C:16]([F:25])=[CH:17][C:18]3[CH2:22][O:21][B:20]([OH:23])[C:19]=3[CH:24]=2)(=[O:12])=[O:13])=[C:2]([Cl:1])[CH:7]=1, predict the reactants needed to synthesize it. The reactants are: [Cl:1][C:2]1[CH:7]=[C:6]([N+:8]([O-])=O)[CH:5]=[CH:4][C:3]=1[S:11]([NH:14][C:15]1[C:16]([F:25])=[CH:17][C:18]2[CH2:22][O:21][B:20]([OH:23])[C:19]=2[CH:24]=1)(=[O:13])=[O:12].